From a dataset of hERG potassium channel inhibition data for cardiac toxicity prediction from Karim et al.. Regression/Classification. Given a drug SMILES string, predict its toxicity properties. Task type varies by dataset: regression for continuous values (e.g., LD50, hERG inhibition percentage) or binary classification for toxic/non-toxic outcomes (e.g., AMES mutagenicity, cardiotoxicity, hepatotoxicity). Dataset: herg_karim. The drug is CC(C)[C@]1(C(=O)NCc2cc(C(F)(F)F)cc(C(F)(F)F)c2)CC[C@@H](N2CCC(c3cccc(C(=O)O)c3)CC2)C1. The result is 1 (blocker).